Dataset: Full USPTO retrosynthesis dataset with 1.9M reactions from patents (1976-2016). Task: Predict the reactants needed to synthesize the given product. (1) The reactants are: Cl.Cl.[Cl:3][C:4]1[C:5]([CH:36]2[CH2:41][CH2:40][NH:39][CH2:38][CH2:37]2)=[N:6][N:7]([C:30]2[CH:35]=[CH:34][CH:33]=[CH:32][CH:31]=2)[C:8]=1[NH:9][C:10]([NH:12][C@H:13]1[C@H:17]([C:18]2[CH:23]=[CH:22][C:21]([F:24])=[C:20]([F:25])[CH:19]=2)[CH2:16][N:15]([CH2:26][CH2:27][O:28][CH3:29])[CH2:14]1)=[O:11].CCN(C(C)C)C(C)C.C(=O)=O.[F:54][C:55]([F:68])([F:67])[S:56](O[S:56]([C:55]([F:68])([F:67])[F:54])(=[O:58])=[O:57])(=[O:58])=[O:57].Cl. Given the product [ClH:3].[Cl:3][C:4]1[C:5]([CH:36]2[CH2:37][CH2:38][N:39]([S:56]([C:55]([F:68])([F:67])[F:54])(=[O:58])=[O:57])[CH2:40][CH2:41]2)=[N:6][N:7]([C:30]2[CH:31]=[CH:32][CH:33]=[CH:34][CH:35]=2)[C:8]=1[NH:9][C:10]([NH:12][C@H:13]1[C@H:17]([C:18]2[CH:23]=[CH:22][C:21]([F:24])=[C:20]([F:25])[CH:19]=2)[CH2:16][N:15]([CH2:26][CH2:27][O:28][CH3:29])[CH2:14]1)=[O:11], predict the reactants needed to synthesize it. (2) Given the product [ClH:21].[CH3:1][N:2]1[CH2:7][CH2:6][N:5]([CH:8]2[CH2:13][CH2:12][NH:11][CH2:10][CH2:9]2)[CH2:4][CH2:3]1, predict the reactants needed to synthesize it. The reactants are: [CH3:1][N:2]1[CH2:7][CH2:6][N:5]([CH:8]2[CH2:13][CH2:12][N:11](C(OC(C)(C)C)=O)[CH2:10][CH2:9]2)[CH2:4][CH2:3]1.[ClH:21]. (3) Given the product [OH:4][CH2:3][CH2:2][NH:1][C:12](=[O:13])[C:11]1[CH:10]=[CH:9][C:8]([N+:5]([O-:7])=[O:6])=[CH:16][CH:15]=1, predict the reactants needed to synthesize it. The reactants are: [NH2:1][CH2:2][CH2:3][OH:4].[N+:5]([C:8]1[CH:16]=[CH:15][C:11]([C:12](Cl)=[O:13])=[CH:10][CH:9]=1)([O-:7])=[O:6].C(=O)(O)[O-].[Na+]. (4) Given the product [Cl:1][C:2]1[CH:3]=[C:4]([CH:12]=[C:13]([CH:15]([OH:16])[C:18]([F:20])([F:19])[F:17])[N:14]=1)[C:5]([O:7][C:8]([CH3:11])([CH3:10])[CH3:9])=[O:6], predict the reactants needed to synthesize it. The reactants are: [Cl:1][C:2]1[CH:3]=[C:4]([CH:12]=[C:13]([CH:15]=[O:16])[N:14]=1)[C:5]([O:7][C:8]([CH3:11])([CH3:10])[CH3:9])=[O:6].[F:17][C:18]([Si](C)(C)C)([F:20])[F:19]. (5) Given the product [CH:10]1([NH:6][C:5]2[CH:7]=[CH:8][C:2]([I:1])=[CH:3][C:4]=2[CH3:9])[CH2:14][CH2:13][CH2:12][CH2:11]1, predict the reactants needed to synthesize it. The reactants are: [I:1][C:2]1[CH:8]=[CH:7][C:5]([NH2:6])=[C:4]([CH3:9])[CH:3]=1.[C:10]1(=O)[CH2:14][CH2:13][CH2:12][CH2:11]1.C(O)(=O)C.C1(C)C=CC(S(O)(=O)=O)=CC=1.[Na].C(O[BH-](OC(=O)C)OC(=O)C)(=O)C. (6) Given the product [CH2:21]([N:24]([CH2:25][C:26]1[CH:31]=[CH:30][C:29]([O:32][CH3:33])=[CH:28][C:27]=1[O:34][CH3:35])[CH2:6][C:5]([C:4]1[CH:9]=[CH:10][CH:11]=[C:2]([Br:1])[CH:3]=1)=[O:8])[CH:22]=[CH2:23], predict the reactants needed to synthesize it. The reactants are: [Br:1][C:2]1[CH:3]=[C:4]([CH:9]=[CH:10][CH:11]=1)[C:5](=[O:8])[CH2:6]Br.C(N(CC)C(C)C)(C)C.[CH2:21]([NH:24][CH2:25][C:26]1[CH:31]=[CH:30][C:29]([O:32][CH3:33])=[CH:28][C:27]=1[O:34][CH3:35])[CH:22]=[CH2:23].C(=O)(O)[O-].[Na+].[Cl-].[Na+]. (7) Given the product [CH2:12]([O:16][C:17]1[C:26]2[C:21](=[CH:22][C:23]([Cl:28])=[C:24]([Cl:27])[CH:25]=2)[C:20](=[O:29])[N:19]([CH3:30])[C:18]=1[CH:31]=[O:32])[CH2:13][CH2:14][CH3:15], predict the reactants needed to synthesize it. The reactants are: O1CCCC1.C(Cl)(=O)C(Cl)=O.[CH2:12]([O:16][C:17]1[C:26]2[C:21](=[CH:22][C:23]([Cl:28])=[C:24]([Cl:27])[CH:25]=2)[C:20](=[O:29])[N:19]([CH3:30])[C:18]=1[CH2:31][OH:32])[CH2:13][CH2:14][CH3:15].C(N(CC)CC)C.